From a dataset of Reaction yield outcomes from USPTO patents with 853,638 reactions. Predict the reaction yield, written as a fraction of the theoretical maximum amount of product (1.0 means a 100% yield; for example, 0.34 means a 34% yield). (1) The reactants are [C:1]([C:5]1[N:10]=[C:9]([N:11]2[CH2:16][CH2:15][N:14]([CH2:17][CH2:18][CH2:19][CH2:20][NH2:21])[CH2:13][CH2:12]2)[CH:8]=[C:7]([C:22]([F:25])([F:24])[F:23])[N:6]=1)([CH3:4])([CH3:3])[CH3:2].C1N=CN([C:31](N2C=NC=C2)=[O:32])C=1.[C:38]1([CH3:50])[CH:43]=[CH:42][CH:41]=[C:40]([N:44]2[CH2:49][CH2:48][NH:47][CH2:46][CH2:45]2)[CH:39]=1. The catalyst is C(Cl)(Cl)Cl.CO. The product is [C:1]([C:5]1[N:10]=[C:9]([N:11]2[CH2:16][CH2:15][N:14]([CH2:17][CH2:18][CH2:19][CH2:20][NH:21][C:31]([N:47]3[CH2:46][CH2:45][N:44]([C:40]4[CH:39]=[C:38]([CH3:50])[CH:43]=[CH:42][CH:41]=4)[CH2:49][CH2:48]3)=[O:32])[CH2:13][CH2:12]2)[CH:8]=[C:7]([C:22]([F:24])([F:25])[F:23])[N:6]=1)([CH3:4])([CH3:2])[CH3:3]. The yield is 0.330. (2) The catalyst is CO. The product is [ClH:40].[ClH:40].[NH2:28][C:27]1[N:23]([C:19]2[N:18]=[CH:17][N:16]=[C:15]([NH:14][C@H:10]3[CH2:11][CH2:12][CH2:13][NH:8][CH2:9]3)[C:20]=2[O:21][CH3:22])[N:24]=[C:25]([NH:29][C:30]2[CH:35]=[CH:34][C:33]([S:36](=[O:38])(=[O:39])[NH2:37])=[CH:32][CH:31]=2)[N:26]=1. The reactants are C(OC([N:8]1[CH2:13][CH2:12][CH2:11][C@H:10]([NH:14][C:15]2[C:20]([O:21][CH3:22])=[C:19]([N:23]3[C:27]([NH2:28])=[N:26][C:25]([NH:29][C:30]4[CH:35]=[CH:34][C:33]([S:36](=[O:39])(=[O:38])[NH2:37])=[CH:32][CH:31]=4)=[N:24]3)[N:18]=[CH:17][N:16]=2)[CH2:9]1)=O)(C)(C)C.[ClH:40]. The yield is 0.820. (3) The reactants are [CH3:1][O:2][C:3]([C:5]1([C:8]2[CH:13]=[CH:12][C:11](B3OC(C)(C)C(C)(C)O3)=[CH:10][CH:9]=2)[CH2:7][CH2:6]1)=[O:4].[F:23][C:24]([F:51])([F:50])[C:25]1[CH:26]=[C:27]([C@H:31]([O:33][C:34](=[O:49])[NH:35][C:36]2[N:37]([C:42]3[CH:47]=[CH:46][C:45](Br)=[CH:44][CH:43]=3)[N:38]=[N:39][C:40]=2[CH3:41])[CH3:32])[CH:28]=[CH:29][CH:30]=1.COC1C=CC=C(OC)C=1C1C=CC=CC=1P(C1CCCCC1)C1CCCCC1.P([O-])([O-])([O-])=O.[K+].[K+].[K+]. The catalyst is CC([O-])=O.CC([O-])=O.[Pd+2].O.C1(C)C=CC=CC=1. The product is [CH3:1][O:2][C:3]([C:5]1([C:8]2[CH:9]=[CH:10][C:11]([C:45]3[CH:44]=[CH:43][C:42]([N:37]4[C:36]([NH:35][C:34]([O:33][C@@H:31]([C:27]5[CH:28]=[CH:29][CH:30]=[C:25]([C:24]([F:23])([F:50])[F:51])[CH:26]=5)[CH3:32])=[O:49])=[C:40]([CH3:41])[N:39]=[N:38]4)=[CH:47][CH:46]=3)=[CH:12][CH:13]=2)[CH2:6][CH2:7]1)=[O:4]. The yield is 0.455. (4) The reactants are [Cl:1][C:2]1[N:10]=[C:9]2[C:5]([N:6]=[C:7]([CH2:12][CH:13]=O)[N:8]2[CH3:11])=[C:4]([N:15]2[CH2:20][CH2:19][O:18][CH2:17][CH2:16]2)[N:3]=1.[O:21]1[CH2:26][CH2:25][CH:24]([N:27]2[CH2:32][CH2:31][NH:30][CH2:29][CH2:28]2)[CH2:23][CH2:22]1.C(O[BH-](OC(=O)C)OC(=O)C)(=O)C.[Na+]. The catalyst is ClCCCl. The product is [Cl:1][C:2]1[N:10]=[C:9]2[C:5]([N:6]=[C:7]([CH2:12][CH2:13][N:30]3[CH2:29][CH2:28][N:27]([CH:24]4[CH2:25][CH2:26][O:21][CH2:22][CH2:23]4)[CH2:32][CH2:31]3)[N:8]2[CH3:11])=[C:4]([N:15]2[CH2:20][CH2:19][O:18][CH2:17][CH2:16]2)[N:3]=1. The yield is 0.340.